This data is from Full USPTO retrosynthesis dataset with 1.9M reactions from patents (1976-2016). The task is: Predict the reactants needed to synthesize the given product. Given the product [F:1]/[C:2](=[C:5](/[C:7]1[CH:8]=[C:9]2[C:14](=[CH:15][C:16]=1[O:17][CH3:18])[O:13][C:12]([CH3:20])([CH3:19])[CH:11]=[C:10]2[CH:21]([CH3:23])[CH3:22])\[CH3:6])/[CH:3]=[O:4], predict the reactants needed to synthesize it. The reactants are: [F:1]/[C:2](=[C:5](/[C:7]1[CH:8]=[C:9]2[C:14](=[CH:15][C:16]=1[O:17][CH3:18])[O:13][C:12]([CH3:20])([CH3:19])[CH:11]=[C:10]2[CH:21]([CH3:23])[CH3:22])\[CH3:6])/[CH2:3][OH:4].C[N+]1([O-])CCOCC1.CCCCCC.C(OCC)(=O)C.